From a dataset of Forward reaction prediction with 1.9M reactions from USPTO patents (1976-2016). Predict the product of the given reaction. (1) Given the reactants [CH3:1][CH:2]([C:8]([OH:10])=O)[CH2:3][CH2:4][CH2:5][CH2:6][CH3:7].[CH:11]1[CH:12]=[CH:13][C:14]2[N:19](O)[N:18]=[N:17][C:15]=2[CH:16]=1.[CH2:21]([Cl:24])[CH2:22][Cl:23].[NH2:25][C@H:26]([C:34]([NH2:36])=[O:35])[CH2:27][C:28]1[CH:33]=[CH:32][CH:31]=[CH:30][CH:29]=1.[OH2:37], predict the reaction product. The product is: [C:34]([CH:26]([NH:25][C:8]([CH:2]1[CH:3]2[CH2:4][CH:5]([CH2:6][CH2:7]2)[CH:1]1[NH:17][C:15]([C:14]1[CH:13]=[C:12]([C:11]2[CH:16]=[N:25][CH:26]=[CH:27][CH:28]=2)[N:18]([C:30]2[CH:31]=[CH:32][C:22]([Cl:23])=[C:21]([Cl:24])[CH:29]=2)[N:19]=1)=[O:37])=[O:10])[CH2:27][C:28]1[CH:33]=[CH:32][CH:31]=[CH:30][CH:29]=1)(=[O:35])[NH2:36]. (2) Given the reactants [C:1]([C:5]1[CH:6]=[C:7]([Mg]Br)[CH:8]=[C:9]([C:11]([CH3:14])([CH3:13])[CH3:12])[CH:10]=1)([CH3:4])([CH3:3])[CH3:2].CO[CH:19]1[C:27]2[C:22](=[C:23](Br)[CH:24]=[C:25]([CH2:28][C:29]([CH3:32])([CH3:31])[CH3:30])[CH:26]=2)[CH2:21][CH:20]1[CH3:34].O.[CH3:36]C1C=CC(S(O)(=O)=O)=CC=1, predict the reaction product. The product is: [CH3:34][C:20]1[CH:21]([CH3:36])[C:22]2[C:27]([CH:19]=1)=[CH:26][C:25]([CH2:28][C:29]([CH3:32])([CH3:31])[CH3:30])=[CH:24][C:23]=2[C:7]1[CH:6]=[C:5]([C:1]([CH3:4])([CH3:3])[CH3:2])[CH:10]=[C:9]([C:11]([CH3:14])([CH3:13])[CH3:12])[CH:8]=1. (3) Given the reactants Cl[C:2]1[N:3]=[N:4][C:5]([Cl:21])=[C:6]([NH:8][C:9]2[CH:14]=[CH:13][CH:12]=[CH:11][C:10]=2[S:15]([CH:18]([CH3:20])[CH3:19])(=[O:17])=[O:16])[N:7]=1.[CH3:22][P:23]([C:26]1[CH:32]=[CH:31][C:29]([NH2:30])=[C:28]([O:33][C:34]([F:37])([F:36])[F:35])[CH:27]=1)([CH3:25])=[O:24].C12(CS(O)(=O)=O)C(C)(C)C(CC1)CC2=O, predict the reaction product. The product is: [Cl:21][C:5]1[N:4]=[N:3][C:2]([NH:30][C:29]2[CH:31]=[CH:32][C:26]([P:23]([CH3:25])([CH3:22])=[O:24])=[CH:27][C:28]=2[O:33][C:34]([F:37])([F:35])[F:36])=[N:7][C:6]=1[NH:8][C:9]1[CH:14]=[CH:13][CH:12]=[CH:11][C:10]=1[S:15]([CH:18]([CH3:20])[CH3:19])(=[O:17])=[O:16]. (4) Given the reactants O[N:2]=[C:3]([C:5]1[S:9][C:8]([C:10]([OH:12])=[O:11])=[CH:7][CH:6]=1)[CH3:4], predict the reaction product. The product is: [NH2:2][CH:3]([C:5]1[S:9][C:8]([C:10]([OH:12])=[O:11])=[CH:7][CH:6]=1)[CH3:4].